Dataset: Full USPTO retrosynthesis dataset with 1.9M reactions from patents (1976-2016). Task: Predict the reactants needed to synthesize the given product. (1) Given the product [OH:5][C:3]([CH3:6])([CH3:4])[C@H:2]([NH:1][C:18](=[O:25])[C:19]1[CH:24]=[CH:23][CH:22]=[CH:21][CH:20]=1)[CH2:7][CH2:8][S:9][CH3:10], predict the reactants needed to synthesize it. The reactants are: [NH2:1][C@H:2]([CH2:7][CH2:8][S:9][CH3:10])[C:3]([CH3:6])([OH:5])[CH3:4].C(N(CC)CC)C.[C:18](Cl)(=[O:25])[C:19]1[CH:24]=[CH:23][CH:22]=[CH:21][CH:20]=1. (2) Given the product [Si:1]([O:8][C:9]1[CH:17]=[CH:16][CH:15]=[C:14]2[C:10]=1[CH:11]=[CH:12][N:13]2[CH2:18][CH2:19][NH2:20])([C:4]([CH3:7])([CH3:6])[CH3:5])([CH3:3])[CH3:2], predict the reactants needed to synthesize it. The reactants are: [Si:1]([O:8][C:9]1[CH:17]=[CH:16][CH:15]=[C:14]2[C:10]=1[CH:11]=[CH:12][N:13]2[CH2:18][C:19]#[N:20])([C:4]([CH3:7])([CH3:6])[CH3:5])([CH3:3])[CH3:2].Cl.